From a dataset of Forward reaction prediction with 1.9M reactions from USPTO patents (1976-2016). Predict the product of the given reaction. The product is: [C:1]([C:5]1[CH:12]=[CH:11][C:8]([CH2:9][NH:13][CH2:14][CH:15]([C:17]2[CH:22]=[CH:21][C:20]([Cl:23])=[CH:19][CH:18]=2)[OH:16])=[CH:7][CH:6]=1)([CH3:4])([CH3:3])[CH3:2]. Given the reactants [C:1]([C:5]1[CH:12]=[CH:11][C:8]([CH:9]=O)=[CH:7][CH:6]=1)([CH3:4])([CH3:3])[CH3:2].[NH2:13][CH2:14][CH:15]([C:17]1[CH:22]=[CH:21][C:20]([Cl:23])=[CH:19][CH:18]=1)[OH:16].[BH4-].[Na+], predict the reaction product.